From a dataset of Peptide-MHC class II binding affinity with 134,281 pairs from IEDB. Regression. Given a peptide amino acid sequence and an MHC pseudo amino acid sequence, predict their binding affinity value. This is MHC class II binding data. (1) The peptide sequence is EKKYFANTQFEPLAA. The MHC is HLA-DQA10101-DQB10501 with pseudo-sequence HLA-DQA10101-DQB10501. The binding affinity (normalized) is 0.475. (2) The peptide sequence is DENPYKTWAYHGSYEVK. The MHC is DRB1_0901 with pseudo-sequence DRB1_0901. The binding affinity (normalized) is 0.567.